This data is from Catalyst prediction with 721,799 reactions and 888 catalyst types from USPTO. The task is: Predict which catalyst facilitates the given reaction. (1) Reactant: C(N(CC)CC)C.Cl.[NH2:9][CH2:10][C:11]1[CH:19]=[CH:18][CH:17]=[C:16]2[C:12]=1[CH2:13][N:14]([CH:21]1[CH2:26][CH2:25][C:24](=[O:27])[NH:23][C:22]1=[O:28])[C:15]2=[O:20].Cl.[C:30](Cl)(=[O:37])[C:31]1[CH:36]=[CH:35][N:34]=[CH:33][CH:32]=1. Product: [O:28]=[C:22]1[CH:21]([N:14]2[CH2:13][C:12]3[C:16](=[CH:17][CH:18]=[CH:19][C:11]=3[CH2:10][NH:9][C:30](=[O:37])[C:31]3[CH:36]=[CH:35][N:34]=[CH:33][CH:32]=3)[C:15]2=[O:20])[CH2:26][CH2:25][C:24](=[O:27])[NH:23]1. The catalyst class is: 1. (2) Reactant: C(OC([N:8]1[CH2:16][C:15]2[C:10](=[CH:11][CH:12]=[CH:13][CH:14]=2)[C@H:9]1[C:17](=[O:27])[NH:18][C:19]1[C:24]([F:25])=[CH:23][CH:22]=[CH:21][C:20]=1[F:26])=O)(C)(C)C.C(O)(C(F)(F)F)=O. Product: [F:26][C:20]1[CH:21]=[CH:22][CH:23]=[C:24]([F:25])[C:19]=1[NH:18][C:17]([C@@H:9]1[C:10]2[C:15](=[CH:14][CH:13]=[CH:12][CH:11]=2)[CH2:16][NH:8]1)=[O:27]. The catalyst class is: 2. (3) Reactant: C([Mg]Cl)(C)C.[Br:6][C:7]1[C:12]([CH3:13])=[CH:11][C:10](Br)=[CH:9][N:8]=1.N1(C=O)CC[O:18][CH2:17]C1.O. Product: [Br:6][C:7]1[C:12]([CH3:13])=[CH:11][C:10]([CH:17]=[O:18])=[CH:9][N:8]=1. The catalyst class is: 1. (4) Reactant: [N:1]1([N:9]2[CH2:14][CH2:13][CH2:12][CH2:11][CH2:10]2)[CH2:6][CH2:5][C:4](=O)[CH2:3][C:2]1=[O:8].[Cl:15][C:16]1[CH:21]=[C:20]([Cl:22])[CH:19]=[CH:18][C:17]=1[NH:23][CH2:24][C:25](=O)[CH3:26]. Product: [Cl:15][C:16]1[CH:21]=[C:20]([Cl:22])[CH:19]=[CH:18][C:17]=1[N:23]1[C:4]2[CH2:5][CH2:6][N:1]([N:9]3[CH2:14][CH2:13][CH2:12][CH2:11][CH2:10]3)[C:2](=[O:8])[C:3]=2[C:25]([CH3:26])=[CH:24]1. The catalyst class is: 11. (5) Reactant: Br[C:2]1[C:10]2[O:9][N:8]=[C:7]([NH:11][C:12]3[CH:17]=[CH:16][CH:15]=[C:14]([N+:18]([O-:20])=[O:19])[CH:13]=3)[C:6]=2[CH:5]=[CH:4][CH:3]=1.C(=O)([O-])[O-].[Na+].[Na+].[C:27]1(B(O)O)[CH:32]=[CH:31][CH:30]=[CH:29][CH:28]=1. Product: [N+:18]([C:14]1[CH:13]=[C:12]([NH:11][C:7]2[C:6]3[CH:5]=[CH:4][CH:3]=[C:2]([C:27]4[CH:32]=[CH:31][CH:30]=[CH:29][CH:28]=4)[C:10]=3[O:9][N:8]=2)[CH:17]=[CH:16][CH:15]=1)([O-:20])=[O:19]. The catalyst class is: 564. (6) Reactant: [C:1]1([CH:13]2[CH2:18][CH2:17][CH2:16][N:15]([C:19]([O:21][CH2:22][C:23]3[CH:28]=[CH:27][CH:26]=[CH:25][CH:24]=3)=[O:20])[CH2:14]2)[N:2]=[CH:3][N:4]2[C:9]=1[C:8]1[CH:10]=[CH:11][NH:12][C:7]=1[N:6]=[CH:5]2.[H-].[Na+].[S:31](Cl)([C:34]1[CH:40]=[CH:39][C:37]([CH3:38])=[CH:36][CH:35]=1)(=[O:33])=[O:32]. Product: [S:31]([N:12]1[C:7]2[N:6]=[CH:5][N:4]3[CH:3]=[N:2][C:1]([CH:13]4[CH2:18][CH2:17][CH2:16][N:15]([C:19]([O:21][CH2:22][C:23]5[CH:24]=[CH:25][CH:26]=[CH:27][CH:28]=5)=[O:20])[CH2:14]4)=[C:9]3[C:8]=2[CH:10]=[CH:11]1)([C:34]1[CH:40]=[CH:39][C:37]([CH3:38])=[CH:36][CH:35]=1)(=[O:33])=[O:32]. The catalyst class is: 1. (7) Reactant: [C:1]([NH:4][CH:5]1[CH2:10][C:9]2[CH:11]=[CH:12][CH:13]=[C:14]([C:15]([OH:17])=[O:16])[C:8]=2[O:7][B:6]1[OH:18])(=[O:3])[CH3:2]. Product: [CH2:14]([O:16][C:15]([C:14]1[C:8]2[O:7][B:6]([OH:18])[C@@H:5]([NH:4][C:1](=[O:3])[CH3:2])[CH2:10][C:9]=2[CH:11]=[CH:12][CH:13]=1)=[O:17])[CH2:8][CH2:9][CH3:10]. The catalyst class is: 51. (8) The catalyst class is: 3. Product: [NH2:1][C:2]1[C:10]([O:11][CH3:12])=[CH:9][C:5]([C:6]([NH:24][CH2:23][C:20]2([CH2:19][N:14]3[CH2:18][CH2:17][CH2:16][CH2:15]3)[CH2:21][CH2:22]2)=[O:8])=[C:4]([F:13])[CH:3]=1. Reactant: [NH2:1][C:2]1[C:10]([O:11][CH3:12])=[CH:9][C:5]([C:6]([OH:8])=O)=[C:4]([F:13])[CH:3]=1.[N:14]1([CH2:19][C:20]2([CH2:23][NH2:24])[CH2:22][CH2:21]2)[CH2:18][CH2:17][CH2:16][CH2:15]1.CN(C(ON1N=NC2C=CC=NC1=2)=[N+](C)C)C.F[P-](F)(F)(F)(F)F.CCN(C(C)C)C(C)C. (9) The catalyst class is: 4. Reactant: [O:1]1[CH2:7][CH:6]([OH:8])[CH2:5][O:4][CH2:3][CH2:2]1.C(N(CC)CC)C.[C:16]1([CH3:26])[CH:21]=[CH:20][C:19]([S:22](Cl)(=[O:24])=[O:23])=[CH:18][CH:17]=1.C(=O)(O)[O-].[Na+]. Product: [C:16]1([CH3:26])[CH:21]=[CH:20][C:19]([S:22]([O:8][CH:6]2[CH2:5][O:4][CH2:3][CH2:2][O:1][CH2:7]2)(=[O:24])=[O:23])=[CH:18][CH:17]=1. (10) Reactant: [N:1]1([CH2:6][C:7]([O:9]CC)=[O:8])[CH2:5][CH2:4][CH2:3][CH2:2]1. Product: [N:1]1([CH2:6][C:7]([OH:9])=[O:8])[CH2:5][CH2:4][CH2:3][CH2:2]1. The catalyst class is: 33.